Dataset: Reaction yield outcomes from USPTO patents with 853,638 reactions. Task: Predict the reaction yield, written as a fraction of the theoretical maximum amount of product (1.0 means a 100% yield; for example, 0.34 means a 34% yield). The reactants are [F:1][CH:2]1[CH:11](OC)[NH:10][C:9](=O)[C:8]2[N:7]=[CH:6][C:5]([O:15][CH3:16])=[CH:4][C:3]1=2.P(Cl)(Cl)([Cl:19])=O. The yield is 0.620. The product is [Cl:19][C:9]1[N:10]=[CH:11][C:2]([F:1])=[C:3]2[C:8]=1[N:7]=[CH:6][C:5]([O:15][CH3:16])=[CH:4]2. The catalyst is C1(C)C=CC=CC=1.